The task is: Binary Classification. Given a drug SMILES string, predict its activity (active/inactive) in a high-throughput screening assay against a specified biological target.. This data is from HIV replication inhibition screening data with 41,000+ compounds from the AIDS Antiviral Screen. (1) The molecule is N=C(CSS(=O)(=O)O)NCCc1ccccn1. The result is 0 (inactive). (2) The drug is CC(=O)OCC12C(OC(C)=O)C(OC(C)=O)C3C(O)C14OC3(C)COC(=O)c1cccnc1CCC(C)C(=O)OC(C(OC(C)=O)C2OC(=O)c1ccccc1)C4(C)O. The result is 0 (inactive). (3) The molecule is CCOC(=O)C=Cc1cccc(Cl)c1. The result is 0 (inactive). (4) The molecule is CCOC(=O)C12CC1(C(=O)OCC)C1CCC2C1. The result is 0 (inactive). (5) The drug is COc1ccc(S(=O)(=O)O)cc1NS(=O)(=O)c1ccc(C)cc1.[NaH]. The result is 0 (inactive).